Dataset: Full USPTO retrosynthesis dataset with 1.9M reactions from patents (1976-2016). Task: Predict the reactants needed to synthesize the given product. (1) Given the product [Cl:24][C:25]1[CH:26]=[CH:27][C:28]([N:31]2[CH2:36][CH2:35][N:34]([CH2:2][CH2:3][CH:4]=[C:5]3[C:11]4[CH:12]=[CH:13][CH:14]=[N:15][C:10]=4[CH2:9][O:8][C:7]4[CH:16]=[CH:17][C:18]([C:20]([OH:23])([CH3:22])[CH3:21])=[CH:19][C:6]3=4)[CH2:33][CH:32]2[CH3:37])=[CH:29][CH:30]=1, predict the reactants needed to synthesize it. The reactants are: Br[CH2:2][CH2:3][CH:4]=[C:5]1[C:11]2[CH:12]=[CH:13][CH:14]=[N:15][C:10]=2[CH2:9][O:8][C:7]2[CH:16]=[CH:17][C:18]([C:20]([OH:23])([CH3:22])[CH3:21])=[CH:19][C:6]1=2.[Cl:24][C:25]1[CH:30]=[CH:29][C:28]([N:31]2[CH2:36][CH2:35][NH:34][CH2:33][CH:32]2[CH3:37])=[CH:27][CH:26]=1.[I-].[K+]. (2) Given the product [NH2:22][C@@H:7]1[C:6](=[O:30])[N:5]([CH2:4][CH:1]2[CH2:3][CH2:2]2)[C:11]2[CH:12]=[CH:13][CH:14]=[CH:15][C:10]=2[O:9][C@@H:8]1[C:16]1[CH:21]=[CH:20][CH:19]=[CH:18][CH:17]=1, predict the reactants needed to synthesize it. The reactants are: [CH:1]1([CH2:4][N:5]2[C:11]3[CH:12]=[CH:13][CH:14]=[CH:15][C:10]=3[O:9][C@H:8]([C:16]3[CH:21]=[CH:20][CH:19]=[CH:18][CH:17]=3)[C@H:7]([NH:22]C(=O)OC(C)(C)C)[C:6]2=[O:30])[CH2:3][CH2:2]1.FC(F)(F)C(O)=O.